This data is from Full USPTO retrosynthesis dataset with 1.9M reactions from patents (1976-2016). The task is: Predict the reactants needed to synthesize the given product. (1) Given the product [CH3:14][O:13][N:12]([CH3:11])[C:7]([C:5]1[CH:4]=[N:3][CH:2]=[N:1][CH:6]=1)=[O:9], predict the reactants needed to synthesize it. The reactants are: [N:1]1[CH:6]=[C:5]([C:7]([OH:9])=O)[CH:4]=[N:3][CH:2]=1.Cl.[CH3:11][NH:12][O:13][CH3:14].CCN=C=NCCCN(C)C.Cl. (2) Given the product [F:1][C:2]1[CH:7]=[CH:6][CH:5]=[CH:4][C:3]=1[O:8][C:21]1[N:26]=[C:25]2[O:27][C:28]([C:30]3[CH:35]=[C:34]([CH3:36])[C:33]([O:37][CH3:38])=[C:32]([CH3:39])[CH:31]=3)=[N:29][C:24]2=[CH:23][CH:22]=1, predict the reactants needed to synthesize it. The reactants are: [F:1][C:2]1[CH:7]=[CH:6][CH:5]=[CH:4][C:3]=1[OH:8].C(=O)([O-])[O-].[Cs+].[Cs+].C(=O)(O)[O-].[Na+].Cl[C:21]1[N:26]=[C:25]2[O:27][C:28]([C:30]3[CH:35]=[C:34]([CH3:36])[C:33]([O:37][CH3:38])=[C:32]([CH3:39])[CH:31]=3)=[N:29][C:24]2=[CH:23][CH:22]=1. (3) Given the product [CH3:3][N:4]1[C:8]([C:9]2[CH:14]=[CH:13][CH:12]=[CH:11][C:10]=2[C:15]([F:16])([F:18])[F:17])=[N:7][N:6]=[C:5]1[CH:19]([O:21][C:28]1[N:29]=[CH:30][CH:31]=[CH:32][C:33]=1[C:34]#[N:35])[CH3:20], predict the reactants needed to synthesize it. The reactants are: [H-].[Na+].[CH3:3][N:4]1[C:8]([C:9]2[CH:14]=[CH:13][CH:12]=[CH:11][C:10]=2[C:15]([F:18])([F:17])[F:16])=[N:7][N:6]=[C:5]1[CH:19]([OH:21])[CH3:20].CN(C=O)C.Cl[C:28]1[C:33]([C:34]#[N:35])=[CH:32][CH:31]=[CH:30][N:29]=1. (4) Given the product [F:32][C:30]([F:31])([F:33])[C:27]1[CH:26]=[CH:25][C:24]([C@@H:21]2[O:20][C@H:19]([C@@H:17]([NH2:14])[CH3:18])[CH2:23][CH2:22]2)=[CH:29][CH:28]=1, predict the reactants needed to synthesize it. The reactants are: CC1N=CN(C2C(=O)N3CC[N:14]([C@H:17]([C@@H:19]4[CH2:23][CH2:22][C@H:21]([C:24]5[CH:29]=[CH:28][C:27]([C:30]([F:33])([F:32])[F:31])=[CH:26][CH:25]=5)[O:20]4)[CH3:18])C(=O)C3=CC=2)C=1. (5) Given the product [CH2:1]([O:3][C:4]1[CH:9]=[CH:8][C:7]([S:10]([N:13]2[CH2:18][CH2:17][N:16]3[C:19](=[O:27])[C:20]4[CH:25]=[CH:24][C:23]([CH3:26])=[N:22][C:21]=4[C:15]3([CH3:29])[CH2:14]2)(=[O:11])=[O:12])=[CH:6][CH:5]=1)[CH3:2], predict the reactants needed to synthesize it. The reactants are: [CH2:1]([O:3][C:4]1[CH:9]=[CH:8][C:7]([S:10]([N:13]2[CH2:18][CH2:17][N:16]3[C:19](=[O:27])[C:20]4[CH:25]=[CH:24][C:23]([CH3:26])=[N:22][C:21]=4[CH:15]3[CH2:14]2)(=[O:12])=[O:11])=[CH:6][CH:5]=1)[CH3:2].[Li+].[CH3:29][Si]([N-][Si](C)(C)C)(C)C.CI. (6) Given the product [OH:10][CH:9]([C:5]1[CH:6]=[CH:7][CH:8]=[C:3]([O:2][CH3:1])[CH:4]=1)[CH2:11][O:12][C:13]1[CH:20]=[CH:19][C:16]([CH:17]=[O:18])=[CH:15][CH:14]=1, predict the reactants needed to synthesize it. The reactants are: [CH3:1][O:2][C:3]1[CH:4]=[C:5]([CH:9]2[CH2:11][O:10]2)[CH:6]=[CH:7][CH:8]=1.[OH:12][C:13]1[CH:20]=[CH:19][C:16]([CH:17]=[O:18])=[CH:15][CH:14]=1.[OH-].[Na+]. (7) Given the product [CH3:10][O:9][C:8]1[CH:7]=[CH:6][C:5]([C:16]2[CH:21]=[CH:20][N:19]=[CH:18][CH:17]=2)=[CH:4][C:3]=1[CH:1]=[O:2], predict the reactants needed to synthesize it. The reactants are: [CH:1]([C:3]1[CH:4]=[C:5](B(O)O)[CH:6]=[CH:7][C:8]=1[O:9][CH3:10])=[O:2].Cl.Cl[C:16]1[CH:21]=[CH:20][N:19]=[CH:18][CH:17]=1.C1(P(C2C=CC=CC=2)C2C=CC=CC=2)C=CC=CC=1.C([O-])([O-])=O.[K+].[K+].N#N. (8) The reactants are: C[C:2]1C(B2OC(C)(C)C(C)(C)O2)=C(C)[NH:4][N:3]=1.C([O-])([O-])=O.[Cs+].[Cs+].[CH3:23][C:24]1[C:28]([C:29]2[CH:30]=[C:31]([C:39]3[C:48]([CH3:49])=[CH:47]C=C4C=3C=CC=N4)[C:32]3[NH:36][C:35](=[O:37])[NH:34][C:33]=3[CH:38]=2)=[C:27]([CH3:50])[O:26][N:25]=1. Given the product [CH3:2][N:3]1[C:39]([C:31]2[C:32]3[NH:36][C:35](=[O:37])[NH:34][C:33]=3[CH:38]=[C:29]([C:28]3[C:24]([CH3:23])=[N:25][O:26][C:27]=3[CH3:50])[CH:30]=2)=[C:48]([CH3:49])[CH:47]=[N:4]1, predict the reactants needed to synthesize it.